This data is from Forward reaction prediction with 1.9M reactions from USPTO patents (1976-2016). The task is: Predict the product of the given reaction. Given the reactants [N:1]1[C:6]2[CH2:7][NH:8][CH2:9][C:5]=2[C:4]([NH:10][C:11]2[CH:12]=[N:13][C:14]3[C:19]([CH:20]=2)=[CH:18][CH:17]=[CH:16][CH:15]=3)=[N:3][CH:2]=1.[CH3:21][N:22]1[C:26]([CH:27]=O)=[CH:25][CH:24]=[N:23]1.CS(C)=O.C(O[BH-](OC(=O)C)OC(=O)C)(=O)C.[Na+].C(O)(=O)C, predict the reaction product. The product is: [CH3:21][N:22]1[C:26]([CH2:27][N:8]2[CH2:9][C:5]3[C:4]([NH:10][C:11]4[CH:12]=[N:13][C:14]5[C:19]([CH:20]=4)=[CH:18][CH:17]=[CH:16][CH:15]=5)=[N:3][CH:2]=[N:1][C:6]=3[CH2:7]2)=[CH:25][CH:24]=[N:23]1.